From a dataset of Merck oncology drug combination screen with 23,052 pairs across 39 cell lines. Regression. Given two drug SMILES strings and cell line genomic features, predict the synergy score measuring deviation from expected non-interaction effect. Drug 1: CCC1=CC2CN(C1)Cc1c([nH]c3ccccc13)C(C(=O)OC)(c1cc3c(cc1OC)N(C)C1C(O)(C(=O)OC)C(OC(C)=O)C4(CC)C=CCN5CCC31C54)C2. Drug 2: CC(C)CC(NC(=O)C(Cc1ccccc1)NC(=O)c1cnccn1)B(O)O. Cell line: SKMES1. Synergy scores: synergy=-24.5.